From a dataset of Reaction yield outcomes from USPTO patents with 853,638 reactions. Predict the reaction yield, written as a fraction of the theoretical maximum amount of product (1.0 means a 100% yield; for example, 0.34 means a 34% yield). (1) The reactants are [NH:1]1[CH2:6][CH2:5][C:4]2([CH2:12][CH2:11][C:10](=[O:13])[C:9]3[CH:14]=[CH:15][CH:16]=[CH:17][C:8]=3[NH:7]2)[CH2:3][CH2:2]1.[F:18][C:19]([F:30])([F:29])[O:20][C:21]1[CH:28]=[CH:27][C:24]([CH2:25]Br)=[CH:23][CH:22]=1. The catalyst is C1COCC1. The product is [F:18][C:19]([F:29])([F:30])[O:20][C:21]1[CH:28]=[CH:27][C:24]([CH2:25][N:1]2[CH2:6][CH2:5][C:4]3([CH2:12][CH2:11][C:10](=[O:13])[C:9]4[CH:14]=[CH:15][CH:16]=[CH:17][C:8]=4[NH:7]3)[CH2:3][CH2:2]2)=[CH:23][CH:22]=1. The yield is 0.680. (2) The reactants are [NH:1]1[CH:5]=[C:4]([C:6]2[CH:32]=[CH:31][C:9]3[N:10]([C:13]4[CH:14]=[C:15]([NH:27][C:28](=[O:30])[CH3:29])[CH:16]=[C:17]([C:19]5[CH:24]=[CH:23][C:22]([F:25])=[CH:21][C:20]=5[F:26])[CH:18]=4)[CH:11]=[N:12][C:8]=3[CH:7]=2)[CH:3]=[N:2]1.N1C=CC=CC=1.[CH:39]1([S:42](Cl)(=[O:44])=[O:43])[CH2:41][CH2:40]1. The catalyst is C(Cl)Cl. The product is [CH:39]1([S:42]([N:1]2[CH:5]=[C:4]([C:6]3[CH:32]=[CH:31][C:9]4[N:10]([C:13]5[CH:14]=[C:15]([NH:27][C:28](=[O:30])[CH3:29])[CH:16]=[C:17]([C:19]6[CH:24]=[CH:23][C:22]([F:25])=[CH:21][C:20]=6[F:26])[CH:18]=5)[CH:11]=[N:12][C:8]=4[CH:7]=3)[CH:3]=[N:2]2)(=[O:44])=[O:43])[CH2:41][CH2:40]1. The yield is 0.900. (3) The catalyst is ClCCl.[NH4+].[O-][V](=O)=O.[Pt]. The product is [CH2:21]([N:7]1[C@@H:5]([CH3:6])[C:4](=[O:3])[NH:18][C:17]2[CH:16]=[C:11]([C:12]([O:14][CH3:15])=[O:13])[CH:10]=[N:9][C:8]1=2)[CH3:22]. The yield is 0.570. The reactants are C([O:3][C:4](=O)[C@@H:5]([N:7]([CH2:21][CH3:22])[C:8]1[C:17]([N+:18]([O-])=O)=[CH:16][C:11]([C:12]([O:14][CH3:15])=[O:13])=[CH:10][N:9]=1)[CH3:6])C.P(OC1C=CC=CC=1)(OC1C=CC=CC=1)OC1C=CC=CC=1.